This data is from Forward reaction prediction with 1.9M reactions from USPTO patents (1976-2016). The task is: Predict the product of the given reaction. (1) Given the reactants C(OC([NH:8][CH2:9][C@H:10]1[CH2:15][CH2:14][C@H:13]([C:16]([NH:18][C@H:19]([C:50](=[O:73])[NH:51][C:52]2[CH:57]=[CH:56][C:55]([C:58]3[NH:62][N:61]=[C:60]([C:63]([F:72])([F:71])[C:64]([F:70])([F:69])[C:65]([O:67][CH3:68])=[O:66])[N:59]=3)=[CH:54][CH:53]=2)[CH2:20][C:21]2[CH:26]=[CH:25][C:24]([C:27]3[CH:32]=[CH:31][C:30]([C:33]([NH:35][CH:36]4[CH2:41][CH2:40][N:39](C(OC(C)(C)C)=O)[CH2:38][CH2:37]4)=[O:34])=[CH:29][C:28]=3[CH3:49])=[CH:23][CH:22]=2)=[O:17])[CH2:12][CH2:11]1)=O)(C)(C)C.[ClH:74], predict the reaction product. The product is: [ClH:74].[NH2:8][CH2:9][C@H:10]1[CH2:15][CH2:14][C@H:13]([C:16]([NH:18][C@@H:19]([CH2:20][C:21]2[CH:22]=[CH:23][C:24]([C:27]3[CH:32]=[CH:31][C:30]([C:33](=[O:34])[NH:35][CH:36]4[CH2:37][CH2:38][NH:39][CH2:40][CH2:41]4)=[CH:29][C:28]=3[CH3:49])=[CH:25][CH:26]=2)[C:50]([NH:51][C:52]2[CH:57]=[CH:56][C:55]([C:58]3[NH:62][N:61]=[C:60]([C:63]([F:72])([F:71])[C:64]([F:69])([F:70])[C:65]([O:67][CH3:68])=[O:66])[N:59]=3)=[CH:54][CH:53]=2)=[O:73])=[O:17])[CH2:12][CH2:11]1. (2) The product is: [C:1]([C:5]1[N:6]=[C:7]([N:23]2[CH2:27][CH2:26][C:25]([F:28])([F:29])[CH2:24]2)[C:8]2[C:9](=[N:11][N:12]([C@H:14]([C:16]3[CH:21]=[CH:20][CH:19]=[CH:18][C:17]=3[Cl:22])[CH3:15])[N:13]=2)[N:10]=1)([CH3:2])([CH3:3])[CH3:4]. Given the reactants [C:1]([C:5]1[N:6]=[C:7]([N:23]2[CH2:27][CH2:26][C:25]([F:29])([F:28])[CH2:24]2)[C:8]2[C:9](=[N:11][N:12]([C@@H:14]([C:16]3[CH:21]=[CH:20][CH:19]=[CH:18][C:17]=3[Cl:22])[CH3:15])[N:13]=2)[N:10]=1)([CH3:4])([CH3:3])[CH3:2].C(C1N=C(N2CCC(F)(F)C2)C2N=NNC=2N=1)(C)(C)C.ClC1C=CC=CC=1[C@H](O)C, predict the reaction product. (3) Given the reactants CO[C:3]([C:5]1[N:6]=[C:7]([C:25]#[N:26])[C:8]2[C:13]([C:14]=1[OH:15])=[CH:12][CH:11]=[C:10]([O:16][C:17]1[CH:22]=[CH:21][CH:20]=[CH:19][C:18]=1[CH2:23][CH3:24])[CH:9]=2)=[O:4].[CH2:27]([O:29][C:30](=[O:36])[C:31]([CH3:35])([CH3:34])[CH2:32][NH2:33])[CH3:28], predict the reaction product. The product is: [CH2:27]([O:29][C:30](=[O:36])[C:31]([CH3:35])([CH3:34])[CH2:32][NH:33][C:3]([C:5]1[N:6]=[C:7]([C:25]#[N:26])[C:8]2[C:13]([C:14]=1[OH:15])=[CH:12][CH:11]=[C:10]([O:16][C:17]1[CH:22]=[CH:21][CH:20]=[CH:19][C:18]=1[CH2:23][CH3:24])[CH:9]=2)=[O:4])[CH3:28]. (4) Given the reactants Cl[CH2:2][C@H:3]1[O:8][C:7]([CH3:10])([CH3:9])[O:6][C@@H:5]([CH2:11][C:12]([N:14]([CH:18]([CH3:20])[CH3:19])[CH:15]([CH3:17])[CH3:16])=[O:13])[CH2:4]1.[C:21]([O-:24])(=[O:23])[CH3:22].[Na+], predict the reaction product. The product is: [C:21]([O:24][CH2:2][C@@H:3]1[CH2:4][C@H:5]([CH2:11][C:12](=[O:13])[N:14]([CH:18]([CH3:20])[CH3:19])[CH:15]([CH3:17])[CH3:16])[O:6][C:7]([CH3:10])([CH3:9])[O:8]1)(=[O:23])[CH3:22]. (5) Given the reactants [N:1]1([CH2:6][C:7]2[CH:12]=[CH:11][C:10]([N:13]3[CH2:18][CH2:17][CH:16]([CH:19]=O)[CH2:15][CH2:14]3)=[CH:9][CH:8]=2)[CH2:5][CH2:4][CH2:3][CH2:2]1.[NH:21]1[CH2:26][CH2:25][S:24][CH2:23][CH2:22]1, predict the reaction product. The product is: [N:1]1([CH2:6][C:7]2[CH:12]=[CH:11][C:10]([N:13]3[CH2:18][CH2:17][CH:16]([CH2:19][N:21]4[CH2:26][CH2:25][S:24][CH2:23][CH2:22]4)[CH2:15][CH2:14]3)=[CH:9][CH:8]=2)[CH2:5][CH2:4][CH2:3][CH2:2]1. (6) Given the reactants [I:1][C:2]1[N:3]=[CH:4][NH:5][CH:6]=1.[H-].[Na+].Br[CH2:10][CH2:11][Cl:12], predict the reaction product. The product is: [Cl:12][CH2:11][CH2:10][N:5]1[CH:6]=[C:2]([I:1])[N:3]=[CH:4]1.